Dataset: Reaction yield outcomes from USPTO patents with 853,638 reactions. Task: Predict the reaction yield, written as a fraction of the theoretical maximum amount of product (1.0 means a 100% yield; for example, 0.34 means a 34% yield). The reactants are [NH2:1][C:2]1[S:3][C@H:4]2[O:10][C@H:9]([CH2:11][OH:12])[C@@H:8]([OH:13])[C@H:7]([OH:14])[C@H:5]2[N:6]=1.[C:15](Cl)(=[O:22])[C:16]1[CH:21]=[CH:20][CH:19]=[CH:18][CH:17]=1. The catalyst is C1COCC1.C([O-])(O)=O.[Na+]. The product is [OH:13][C@@H:8]1[C@@H:9]([CH2:11][OH:12])[O:10][C@H:4]2[C@H:5]([N:6]=[C:2]([NH:1][C:15](=[O:22])[C:16]3[CH:21]=[CH:20][CH:19]=[CH:18][CH:17]=3)[S:3]2)[C@H:7]1[OH:14]. The yield is 0.240.